Dataset: Reaction yield outcomes from USPTO patents with 853,638 reactions. Task: Predict the reaction yield, written as a fraction of the theoretical maximum amount of product (1.0 means a 100% yield; for example, 0.34 means a 34% yield). (1) The reactants are [NH2:1][C:2]1[C:7]([N+:8]([O-:10])=[O:9])=[CH:6][CH:5]=[C:4](Cl)[N:3]=1.C([O-])([O-])=O.[Na+].[Na+].[N:18]1[CH:23]=[CH:22][C:21](B(O)O)=[CH:20][CH:19]=1. The catalyst is O1CCOCC1.O.C1C=CC(P(C2C=CC=CC=2)[C-]2C=CC=C2)=CC=1.C1C=CC(P(C2C=CC=CC=2)[C-]2C=CC=C2)=CC=1.Cl[Pd]Cl.[Fe+2].C(Cl)Cl. The product is [N+:8]([C:7]1[CH:6]=[CH:5][C:4]([C:21]2[CH:22]=[CH:23][N:18]=[CH:19][CH:20]=2)=[N:3][C:2]=1[NH2:1])([O-:10])=[O:9]. The yield is 0.650. (2) The reactants are [CH2:1]([P:3]([CH2:10][CH2:11][CH:12]=[O:13])(=[O:9])[O:4][CH2:5][CH2:6][CH2:7][CH3:8])[CH3:2].CC(C)=[O:16].OS(O)(=O)=O.O=[Cr](=O)=O.C(O)(C)C. The catalyst is CC(C)=O. The product is [CH2:1]([P:3]([O:4][CH2:5][CH2:6][CH2:7][CH3:8])([CH2:10][CH2:11][C:12]([OH:16])=[O:13])=[O:9])[CH3:2]. The yield is 0.780.